From a dataset of Rat liver microsome stability data. Regression/Classification. Given a drug SMILES string, predict its absorption, distribution, metabolism, or excretion properties. Task type varies by dataset: regression for continuous measurements (e.g., permeability, clearance, half-life) or binary classification for categorical outcomes (e.g., BBB penetration, CYP inhibition). Dataset: rlm. (1) The compound is Cc1nn(CCc2nc(-c3ccccc3F)cs2)c2nc(O)cc(C(F)(F)F)c12. The result is 1 (stable in rat liver microsomes). (2) The compound is O=C(C(c1ccccc1)c1c(-c2ccccc2)[nH]c2ccccc12)C(F)(F)F. The result is 0 (unstable in rat liver microsomes). (3) The compound is Fc1cccc(-c2cc(F)ccc2OCCN2CCC(c3c[nH]c4ccc(F)cc34)CC2)c1. The result is 1 (stable in rat liver microsomes). (4) The compound is CC(C)NC(=O)N(CCN1[C@@H]2CC[C@H]1C[C@@H](c1cccc(C(N)=O)c1)C2)CC1CCCCC1. The result is 1 (stable in rat liver microsomes). (5) The molecule is O=C(O)c1cccc(N2CCC(NS(=O)(=O)c3cc(S(=O)(=O)c4ccccc4)ccc3C(F)(F)F)CC2)c1. The result is 1 (stable in rat liver microsomes). (6) The compound is Cc1nc2c(Cl)cccc2n1-c1cccc(Oc2cccc(S(=O)(=O)C(C)C)c2)c1. The result is 1 (stable in rat liver microsomes).